Task: Regression. Given two drug SMILES strings and cell line genomic features, predict the synergy score measuring deviation from expected non-interaction effect.. Dataset: NCI-60 drug combinations with 297,098 pairs across 59 cell lines (1) Drug 1: COC1=C(C=C2C(=C1)N=CN=C2NC3=CC(=C(C=C3)F)Cl)OCCCN4CCOCC4. Drug 2: CCC1(CC2CC(C3=C(CCN(C2)C1)C4=CC=CC=C4N3)(C5=C(C=C6C(=C5)C78CCN9C7C(C=CC9)(C(C(C8N6C=O)(C(=O)OC)O)OC(=O)C)CC)OC)C(=O)OC)O.OS(=O)(=O)O. Cell line: OVCAR3. Synergy scores: CSS=30.4, Synergy_ZIP=-7.98, Synergy_Bliss=-3.21, Synergy_Loewe=0.0133, Synergy_HSA=0.0963. (2) Drug 1: CC1C(C(=O)NC(C(=O)N2CCCC2C(=O)N(CC(=O)N(C(C(=O)O1)C(C)C)C)C)C(C)C)NC(=O)C3=C4C(=C(C=C3)C)OC5=C(C(=O)C(=C(C5=N4)C(=O)NC6C(OC(=O)C(N(C(=O)CN(C(=O)C7CCCN7C(=O)C(NC6=O)C(C)C)C)C)C(C)C)C)N)C. Drug 2: CC1=CC=C(C=C1)C2=CC(=NN2C3=CC=C(C=C3)S(=O)(=O)N)C(F)(F)F. Cell line: EKVX. Synergy scores: CSS=8.75, Synergy_ZIP=1.79, Synergy_Bliss=1.17, Synergy_Loewe=3.85, Synergy_HSA=0.179. (3) Synergy scores: CSS=68.1, Synergy_ZIP=-2.40, Synergy_Bliss=-2.72, Synergy_Loewe=3.28, Synergy_HSA=5.94. Drug 2: B(C(CC(C)C)NC(=O)C(CC1=CC=CC=C1)NC(=O)C2=NC=CN=C2)(O)O. Drug 1: C1C(C(OC1N2C=NC(=NC2=O)N)CO)O. Cell line: COLO 205. (4) Drug 1: COCCOC1=C(C=C2C(=C1)C(=NC=N2)NC3=CC=CC(=C3)C#C)OCCOC.Cl. Drug 2: B(C(CC(C)C)NC(=O)C(CC1=CC=CC=C1)NC(=O)C2=NC=CN=C2)(O)O. Cell line: M14. Synergy scores: CSS=38.2, Synergy_ZIP=0.625, Synergy_Bliss=2.07, Synergy_Loewe=-46.3, Synergy_HSA=0.868.